From a dataset of Forward reaction prediction with 1.9M reactions from USPTO patents (1976-2016). Predict the product of the given reaction. (1) Given the reactants [NH2:1][C:2]1[CH:7]=[CH:6][CH:5]=[CH:4][C:3]=1[NH:8][C:9]([CH2:11][N:12]1[C:21](=[O:22])[C:20]2[N:19]([CH2:23][C:24]#[C:25][CH3:26])[C:18]([N:27]3[CH2:32][CH2:31][CH2:30][CH:29]([NH:33][C:34]([O:36][C:37]([CH3:40])([CH3:39])[CH3:38])=[O:35])[CH2:28]3)=[N:17][C:16]=2[N:15]([CH3:41])[C:13]1=[O:14])=O, predict the reaction product. The product is: [NH:8]1[C:3]2[CH:4]=[CH:5][CH:6]=[CH:7][C:2]=2[N:1]=[C:9]1[CH2:11][N:12]1[C:21](=[O:22])[C:20]2[N:19]([CH2:23][C:24]#[C:25][CH3:26])[C:18]([N:27]3[CH2:32][CH2:31][CH2:30][CH:29]([NH:33][C:34]([O:36][C:37]([CH3:39])([CH3:38])[CH3:40])=[O:35])[CH2:28]3)=[N:17][C:16]=2[N:15]([CH3:41])[C:13]1=[O:14]. (2) Given the reactants [F:1][C:2]1[CH:3]=[CH:4][C:5]([O:10][C:11]2[CH:12]=[C:13]3[C:17](=[CH:18][CH:19]=2)[N:16]([CH3:20])[N:15]=[CH:14]3)=[C:6]([CH:9]=1)[C:7]#[N:8].[ClH:21], predict the reaction product. The product is: [ClH:21].[F:1][C:2]1[CH:3]=[CH:4][C:5]([O:10][C:11]2[CH:12]=[C:13]3[C:17](=[CH:18][CH:19]=2)[N:16]([CH3:20])[N:15]=[CH:14]3)=[C:6]([CH:9]=1)[CH2:7][NH2:8]. (3) Given the reactants [Cl:1][C:2]1[N:3]=[C:4]([N:15]2[CH2:20][CH2:19][O:18][CH2:17][CH2:16]2)[C:5]2[S:10][C:9]([CH2:11][NH:12][CH3:13])=[C:8]([CH3:14])[C:6]=2[N:7]=1.C(N(CC)CC)C.[C:28](Cl)(=[O:30])[CH3:29], predict the reaction product. The product is: [Cl:1][C:2]1[N:3]=[C:4]([N:15]2[CH2:20][CH2:19][O:18][CH2:17][CH2:16]2)[C:5]2[S:10][C:9]([CH2:11][N:12]([CH3:13])[C:28](=[O:30])[CH3:29])=[C:8]([CH3:14])[C:6]=2[N:7]=1. (4) Given the reactants COC1C=CC(C[N:8]2[C:16]3[CH:15]=[CH:14][N:13]=[C:12]([NH:17][CH:18]4[CH2:23][CH2:22][O:21][CH2:20][CH2:19]4)[C:11]=3[C:10]([C:24]3[CH:25]=[C:26]([CH:30]=[CH:31][N:32]=3)[C:27](O)=[O:28])=[N:9]2)=CC=1.COC1C=CC([CH2:41][N:42]2[C:50]3C=CN=C(NC4CCOCC4)C=3C(C3C=C(C=CN=3)C#N)=N2)=CC=1.[OH-].[K+], predict the reaction product. The product is: [CH3:41][N:42]([CH3:50])[C:27](=[O:28])[C:26]1[CH:30]=[CH:31][N:32]=[C:24]([C:10]2[C:11]3[C:12]([NH:17][CH:18]4[CH2:19][CH2:20][O:21][CH2:22][CH2:23]4)=[N:13][CH:14]=[CH:15][C:16]=3[NH:8][N:9]=2)[CH:25]=1. (5) Given the reactants [C:1]([O:5][C:6]([N:8]1[CH2:13][CH2:12][N:11]([C:14]2[CH:19]=[CH:18][CH:17]=[C:16]([CH:20]=[O:21])[CH:15]=2)[CH2:10][CH2:9]1)=[O:7])([CH3:4])([CH3:3])[CH3:2].[H-].[H-].[H-].[H-].[Li+].[Al+3], predict the reaction product. The product is: [C:1]([O:5][C:6]([N:8]1[CH2:9][CH2:10][N:11]([C:14]2[CH:19]=[CH:18][CH:17]=[C:16]([CH2:20][OH:21])[CH:15]=2)[CH2:12][CH2:13]1)=[O:7])([CH3:4])([CH3:2])[CH3:3]. (6) Given the reactants Br[C:2]1[CH:7]=[CH:6][C:5]([C:8]2[O:12][N:11]=[C:10]([CH3:13])[C:9]=2[C:14](=[O:24])[CH2:15][CH2:16][CH2:17][C:18]2[CH:23]=[CH:22][CH:21]=[CH:20][CH:19]=2)=[CH:4][CH:3]=1.[CH2:25]([O:27][C:28]([C:30]1([C:33]2[CH:38]=[CH:37][C:36](B3OC(C)(C)C(C)(C)O3)=[CH:35][CH:34]=2)[CH2:32][CH2:31]1)=[O:29])[CH3:26], predict the reaction product. The product is: [CH2:25]([O:27][C:28]([C:30]1([C:33]2[CH:38]=[CH:37][C:36]([C:2]3[CH:7]=[CH:6][C:5]([C:8]4[O:12][N:11]=[C:10]([CH3:13])[C:9]=4[C:14](=[O:24])[CH2:15][CH2:16][CH2:17][C:18]4[CH:23]=[CH:22][CH:21]=[CH:20][CH:19]=4)=[CH:4][CH:3]=3)=[CH:35][CH:34]=2)[CH2:31][CH2:32]1)=[O:29])[CH3:26].